From a dataset of Reaction yield outcomes from USPTO patents with 853,638 reactions. Predict the reaction yield, written as a fraction of the theoretical maximum amount of product (1.0 means a 100% yield; for example, 0.34 means a 34% yield). The reactants are [Br:1][C:2]1[C:3](Cl)=[N:4][C:5]([Cl:8])=[N:6][CH:7]=1.[OH-:10].[Na+]. The catalyst is C1COCC1. The product is [Br:1][C:2]1[C:3]([OH:10])=[N:4][C:5]([Cl:8])=[N:6][CH:7]=1. The yield is 0.710.